Task: Predict which catalyst facilitates the given reaction.. Dataset: Catalyst prediction with 721,799 reactions and 888 catalyst types from USPTO (1) Reactant: [Br:1][C:2]1[N:3]=[N:4][C:5]([C:9]([F:12])([F:11])[F:10])=[CH:6][C:7]=1Br.C[O-].[Na+].[C:16](O)(=[O:18])C. Product: [Br:1][C:2]1[N:3]=[N:4][C:5]([C:9]([F:12])([F:11])[F:10])=[CH:6][C:7]=1[O:18][CH3:16]. The catalyst class is: 5. (2) Reactant: Br[C:2]1[C:11]2[C:6](=[C:7]([F:14])[CH:8]=[C:9]([O:12][CH3:13])[CH:10]=2)[N:5]=[CH:4][C:3]=1[F:15].C(=O)([O-])[O-].[K+].[K+].[CH:22](B)=[CH2:23]. Product: [CH:22]([C:2]1[C:11]2[C:6](=[C:7]([F:14])[CH:8]=[C:9]([O:12][CH3:13])[CH:10]=2)[N:5]=[CH:4][C:3]=1[F:15])=[CH2:23]. The catalyst class is: 108. (3) Reactant: [Br:1][C:2]1[C:11]2[O:10][CH2:9][C:8]([C:13]3[CH:14]=[N:15][CH:16]=[CH:17][CH:18]=3)(O)[NH:7][C:6]=2[C:5]([N+:19]([O-])=O)=[C:4]([F:22])[CH:3]=1. Product: [Br:1][C:2]1[CH:3]=[C:4]([F:22])[C:5]([NH2:19])=[C:6]2[C:11]=1[O:10][CH2:9][C:8]([C:13]1[CH:14]=[N:15][CH:16]=[CH:17][CH:18]=1)=[N:7]2. The catalyst class is: 180. (4) Reactant: [F:1][C:2]1[CH:7]=[CH:6][C:5]([CH2:8][CH2:9][NH:10][C:11](=[O:16])/[CH:12]=[CH:13]/[CH2:14][CH3:15])=[CH:4][CH:3]=1.[C:17]([CH2:19][C:20]([O:22]CC)=O)#[N:18].CC(C)([O-])C.[K+].O1CCCC1.Cl. Product: [F:1][C:2]1[CH:3]=[CH:4][C:5]([CH2:8][CH2:9][N:10]2[C:11](=[O:16])[CH2:12][CH:13]([CH2:14][CH3:15])[CH:19]([C:17]#[N:18])[C:20]2=[O:22])=[CH:6][CH:7]=1. The catalyst class is: 107. (5) Reactant: [C:1]([O:4][CH:5]([CH:16]1[CH2:18][CH2:17]1)[C:6]([O:8]CC1C=CC=CC=1)=[O:7])(=[O:3])[CH3:2]. Product: [C:1]([O:4][CH:5]([CH:16]1[CH2:17][CH2:18]1)[C:6]([OH:8])=[O:7])(=[O:3])[CH3:2]. The catalyst class is: 5. (6) Reactant: C(NC(C)C)(C)C.[Li]CCCC.C(O[C:16](=[O:36])[C:17]([F:35])([F:34])[CH2:18][N:19]([CH2:27][C:28]1[CH:33]=[CH:32][CH:31]=[CH:30][CH:29]=1)[CH2:20][CH2:21][C:22]([O:24][CH2:25][CH3:26])=[O:23])C. Product: [CH2:25]([O:24][C:22]([C:21]1[CH2:20][N:19]([CH2:27][C:28]2[CH:29]=[CH:30][CH:31]=[CH:32][CH:33]=2)[CH2:18][C:17]([F:34])([F:35])[C:16]=1[OH:36])=[O:23])[CH3:26]. The catalyst class is: 1.